From a dataset of Full USPTO retrosynthesis dataset with 1.9M reactions from patents (1976-2016). Predict the reactants needed to synthesize the given product. (1) Given the product [C:1]1([C:7]2[N:11]([S:41]([C:38]3[N:39]=[N:40][CH:35]=[CH:36][CH:37]=3)(=[O:43])=[O:42])[CH:10]=[C:9]([C:12]([O:14][CH2:15][CH3:16])=[O:13])[CH:8]=2)[CH:2]=[CH:3][CH:4]=[CH:5][CH:6]=1, predict the reactants needed to synthesize it. The reactants are: [C:1]1([C:7]2[NH:11][CH:10]=[C:9]([C:12]([O:14][CH2:15][CH3:16])=[O:13])[CH:8]=2)[CH:6]=[CH:5][CH:4]=[CH:3][CH:2]=1.[H-].[Na+].C1OCCOCCOCCOCCOC1.Cl[C:35]1[N:40]=[N:39][C:38]([S:41](F)(=[O:43])=[O:42])=[CH:37][CH:36]=1.NN.C(=O)([O-])O.[Na+]. (2) Given the product [F:36][C:34]([F:35])([F:37])[C:26]1[CH:25]=[C:24]([S:21]([N:18]2[CH2:19][CH2:20][CH:15]([C:13]3[C:12]4[C:7](=[CH:8][CH:9]=[C:10]([F:38])[CH:11]=4)[CH:6]=[C:5]([CH2:4][C:3]([OH:39])=[O:2])[CH:14]=3)[CH2:16][CH2:17]2)(=[O:23])=[O:22])[CH:29]=[C:28]([C:30]([F:31])([F:32])[F:33])[CH:27]=1, predict the reactants needed to synthesize it. The reactants are: C[O:2][C:3](=[O:39])[CH2:4][C:5]1[CH:14]=[C:13]([CH:15]2[CH2:20][CH2:19][N:18]([S:21]([C:24]3[CH:29]=[C:28]([C:30]([F:33])([F:32])[F:31])[CH:27]=[C:26]([C:34]([F:37])([F:36])[F:35])[CH:25]=3)(=[O:23])=[O:22])[CH2:17][CH2:16]2)[C:12]2[C:7](=[CH:8][CH:9]=[C:10]([F:38])[CH:11]=2)[CH:6]=1.O.[OH-].[Li+]. (3) Given the product [C:1]([O:5][C:6]([N:8]1[CH2:9][CH2:10][N:11]([CH:14]([CH:21]2[CH2:22][CH2:23][CH2:24][CH2:25][CH2:26]2)[CH2:15][N:16]([CH2:17][CH:18]([CH3:20])[CH3:19])[S:28]([CH3:27])(=[O:30])=[O:29])[CH2:12][CH2:13]1)=[O:7])([CH3:3])([CH3:4])[CH3:2], predict the reactants needed to synthesize it. The reactants are: [C:1]([O:5][C:6]([N:8]1[CH2:13][CH2:12][N:11]([CH:14]([CH:21]2[CH2:26][CH2:25][CH2:24][CH2:23][CH2:22]2)[CH2:15][NH:16][CH2:17][CH:18]([CH3:20])[CH3:19])[CH2:10][CH2:9]1)=[O:7])([CH3:4])([CH3:3])[CH3:2].[CH3:27][S:28](Cl)(=[O:30])=[O:29]. (4) Given the product [CH2:27]([NH:29][C:4]([C:6]1[N:7]=[N:8][C:9]([O:12][CH2:13][C:14]2[C:15]([C:20]3[CH:25]=[CH:24][CH:23]=[C:22]([F:26])[CH:21]=3)=[N:16][O:17][C:18]=2[CH3:19])=[CH:10][CH:11]=1)=[O:5])[CH3:28], predict the reactants needed to synthesize it. The reactants are: C(O[C:4]([C:6]1[N:7]=[N:8][C:9]([O:12][CH2:13][C:14]2[C:15]([C:20]3[CH:25]=[CH:24][CH:23]=[C:22]([F:26])[CH:21]=3)=[N:16][O:17][C:18]=2[CH3:19])=[CH:10][CH:11]=1)=[O:5])C.[CH2:27]([NH2:29])[CH3:28]. (5) The reactants are: [C:1]([OH:20])(=[O:19])[CH2:2][CH2:3][CH2:4][CH2:5][CH2:6][CH2:7][CH2:8]/[CH:9]=[CH:10]\[CH2:11][CH2:12][CH2:13][CH2:14][CH2:15][CH2:16][CH2:17][CH3:18].O[CH2:22][CH2:23][N:24]([CH3:26])[CH3:25]. Given the product [C:1]([O:20][CH2:22][CH2:23][N:24]([CH3:26])[CH3:25])(=[O:19])[CH2:2][CH2:3][CH2:4][CH2:5][CH2:6][CH2:7][CH2:8]/[CH:9]=[CH:10]\[CH2:11][CH2:12][CH2:13][CH2:14][CH2:15][CH2:16][CH2:17][CH3:18], predict the reactants needed to synthesize it.